This data is from Full USPTO retrosynthesis dataset with 1.9M reactions from patents (1976-2016). The task is: Predict the reactants needed to synthesize the given product. (1) Given the product [NH2:28][C:20]1[C:21]([CH3:26])([CH3:27])[S:22](=[O:24])(=[O:25])[CH2:23][C@:18]([C:16]2[CH:17]=[C:12]([NH:11][C:8]([C:5]3[CH:4]=[CH:3][C:2]([Cl:1])=[CH:7][N:6]=3)=[O:10])[CH:13]=[CH:14][C:15]=2[F:30])([CH3:29])[N:19]=1, predict the reactants needed to synthesize it. The reactants are: [Cl:1][C:2]1[CH:3]=[CH:4][C:5]([C:8]([OH:10])=O)=[N:6][CH:7]=1.[NH2:11][C:12]1[CH:13]=[CH:14][C:15]([F:30])=[C:16]([C@:18]2([CH3:29])[CH2:23][S:22](=[O:25])(=[O:24])[C:21]([CH3:27])([CH3:26])[C:20]([NH2:28])=[N:19]2)[CH:17]=1. (2) Given the product [F:1][C:2]1[C:3]([O:25][CH2:26][CH2:27][CH2:28][O:29][CH3:30])=[CH:4][C:5]2[CH2:14][CH:13]([CH:15]([CH3:16])[CH3:17])[N:12]3[C:7](=[CH:8][C:9](=[O:23])[C:10]([C:18]([O:20][CH2:21][CH3:22])=[O:19])=[CH:11]3)[C:6]=2[CH:24]=1, predict the reactants needed to synthesize it. The reactants are: [F:1][C:2]1[C:3]([O:25][CH2:26][CH2:27][CH2:28][O:29][CH3:30])=[CH:4][C:5]2[CH2:14][CH:13]([CH:15]([CH3:17])[CH3:16])[N:12]3[CH:7]([CH2:8][C:9](=[O:23])[C:10]([C:18]([O:20][CH2:21][CH3:22])=[O:19])=[CH:11]3)[C:6]=2[CH:24]=1.C1(Cl)C(=O)C(Cl)=C(Cl)C(=O)C=1Cl. (3) Given the product [CH:3]1([CH2:9][O:10][C:11]2[C:12]3[N:13]([C:17]([C:21]([NH:23][CH2:24][C:25]4([C:31]([O:33][CH3:34])=[O:32])[CH2:30][CH2:29][N:28]([S:46]([CH3:45])(=[O:48])=[O:47])[CH2:27][CH2:26]4)=[O:22])=[C:18]([CH3:20])[N:19]=3)[CH:14]=[CH:15][CH:16]=2)[CH2:8][CH2:7][CH2:6][CH2:5][CH2:4]1, predict the reactants needed to synthesize it. The reactants are: Cl.Cl.[CH:3]1([CH2:9][O:10][C:11]2[C:12]3[N:13]([C:17]([C:21]([NH:23][CH2:24][C:25]4([C:31]([O:33][CH3:34])=[O:32])[CH2:30][CH2:29][NH:28][CH2:27][CH2:26]4)=[O:22])=[C:18]([CH3:20])[N:19]=3)[CH:14]=[CH:15][CH:16]=2)[CH2:8][CH2:7][CH2:6][CH2:5][CH2:4]1.C(N(CC)CC)C.ClCCl.[CH3:45][S:46](Cl)(=[O:48])=[O:47]. (4) Given the product [C:36]([CH2:35][NH:40][C:9](=[O:11])[CH:8]([CH2:7][CH:1]1[CH2:2][CH2:3][CH2:4][CH2:5][CH2:6]1)[C:12]([NH:14][C:15]1[CH:20]=[CH:19][CH:18]=[CH:17][CH:16]=1)=[O:13])#[N:38], predict the reactants needed to synthesize it. The reactants are: [CH:1]1([CH2:7][CH:8]([C:12]([NH:14][C:15]2[CH:20]=[CH:19][CH:18]=[CH:17][CH:16]=2)=[O:13])[C:9]([OH:11])=O)[CH2:6][CH2:5][CH2:4][CH2:3][CH2:2]1.CCN=C=NCCCN(C)C.C1C=[C:36]2[N:38]=N[N:40](O)[C:35]2=CC=1.O.S(=O)(=O)(O)O.NCC#N.CN1CCOCC1. (5) Given the product [OH:17][C:8]1[CH:9]=[C:10]([OH:16])[C:11]([CH:13]([CH3:14])[CH3:15])=[CH:12][C:7]=1[C:4]1[N:3]([C:18]2[CH:19]=[C:20]3[C:24](=[CH:25][CH:26]=2)[N:23]([CH2:27][CH2:28][N:29]([CH3:30])[C:41](=[O:43])[CH2:40][CH2:39][CH2:38][N:33]2[C:34](=[O:37])[CH:35]=[CH:36][C:32]2=[O:31])[CH:22]=[CH:21]3)[C:2]([OH:1])=[N:6][N:5]=1, predict the reactants needed to synthesize it. The reactants are: [OH:1][C:2]1[N:3]([C:18]2[CH:19]=[C:20]3[C:24](=[CH:25][CH:26]=2)[N:23]([CH2:27][CH2:28][NH:29][CH3:30])[CH:22]=[CH:21]3)[C:4]([C:7]2[CH:12]=[C:11]([CH:13]([CH3:15])[CH3:14])[C:10]([OH:16])=[CH:9][C:8]=2[OH:17])=[N:5][N:6]=1.[O:31]=[C:32]1[CH:36]=[CH:35][C:34](=[O:37])[N:33]1[CH2:38][CH2:39][CH2:40][C:41]([OH:43])=O.C(Cl)CCl.C1C=CC2N(O)N=NC=2C=1. (6) Given the product [Cl:11][C:12]1[CH:13]=[CH:14][C:15]([N:28]2[CH:32]=[CH:31][C:30]([CH:3]=[O:4])=[CH:29]2)=[C:16]([C:18](=[O:19])[C:20]2[CH:25]=[CH:24][CH:23]=[C:22]([O:26][CH3:27])[CH:21]=2)[CH:17]=1, predict the reactants needed to synthesize it. The reactants are: CN(C)[CH:3]=[O:4].P(Cl)(Cl)(Cl)=O.[Cl:11][C:12]1[CH:13]=[CH:14][C:15]([N:28]2[CH:32]=[CH:31][CH:30]=[CH:29]2)=[C:16]([C:18]([C:20]2[CH:25]=[CH:24][CH:23]=[C:22]([O:26][CH3:27])[CH:21]=2)=[O:19])[CH:17]=1.C([O-])(=O)C.[Na+]. (7) Given the product [C:1]([O:5][C:6]([N:8]1[CH2:13][CH2:12][N:11]([CH2:15][CH2:16][O:17][C:18]2[CH:23]=[CH:22][C:21]([F:24])=[CH:20][CH:19]=2)[CH2:10][CH2:9]1)=[O:7])([CH3:4])([CH3:2])[CH3:3], predict the reactants needed to synthesize it. The reactants are: [C:1]([O:5][C:6]([N:8]1[CH2:13][CH2:12][NH:11][CH2:10][CH2:9]1)=[O:7])([CH3:4])([CH3:3])[CH3:2].Br[CH2:15][CH2:16][O:17][C:18]1[CH:23]=[CH:22][C:21]([F:24])=[CH:20][CH:19]=1.C([O-])([O-])=O.[Cs+].[Cs+]. (8) Given the product [Cl:9][C:10]1[CH:15]=[CH:14][C:13]([N+:16]([O-:18])=[O:17])=[CH:12][C:11]=1[C:25]1[C:30]2[CH:31]=[CH:32][O:33][C:29]=2[CH:28]=[CH:27][N:26]=1, predict the reactants needed to synthesize it. The reactants are: P([O-])([O-])([O-])=O.[K+].[K+].[K+].[Cl:9][C:10]1[CH:15]=[CH:14][C:13]([N+:16]([O-:18])=[O:17])=[CH:12][C:11]=1[B-](F)(F)F.[K+].Cl[C:25]1[C:30]2[CH:31]=[CH:32][O:33][C:29]=2[CH:28]=[CH:27][N:26]=1. (9) The reactants are: [CH2:1]([O:8][C:9]([N:11]1[CH2:15][C:14](=[O:16])[CH:13]([C:17]([O:19][CH2:20][CH3:21])=[O:18])[CH2:12]1)=[O:10])[C:2]1[CH:7]=[CH:6][CH:5]=[CH:4][CH:3]=1.[C:22](=O)([O-])[O-].[K+].[K+].CI. Given the product [CH2:1]([O:8][C:9]([N:11]1[CH2:15][C:14](=[O:16])[C:13]([CH3:22])([C:17]([O:19][CH2:20][CH3:21])=[O:18])[CH2:12]1)=[O:10])[C:2]1[CH:3]=[CH:4][CH:5]=[CH:6][CH:7]=1, predict the reactants needed to synthesize it.